Dataset: Catalyst prediction with 721,799 reactions and 888 catalyst types from USPTO. Task: Predict which catalyst facilitates the given reaction. (1) Reactant: CN(C(ON1N=NC2C=CC=NC1=2)=[N+](C)C)C.F[P-](F)(F)(F)(F)F.C(N(CC)C(C)C)(C)C.[CH2:34]([O:41][C:42]([NH:44][CH2:45][CH2:46][CH2:47][C@@H:48]([C:57]([OH:59])=O)[NH:49][C:50]([O:52][C:53]([CH3:56])([CH3:55])[CH3:54])=[O:51])=[O:43])[C:35]1[CH:40]=[CH:39][CH:38]=[CH:37][CH:36]=1.[CH2:60]([O:67][C:68](=[O:91])[NH:69][CH2:70][CH2:71][CH2:72][C@H:73]([NH2:90])[C:74]([NH:76][CH2:77][CH2:78][NH:79][C:80]([O:82][CH2:83][C:84]1[CH:89]=[CH:88][CH:87]=[CH:86][CH:85]=1)=[O:81])=[O:75])[C:61]1[CH:66]=[CH:65][CH:64]=[CH:63][CH:62]=1. Product: [CH2:34]([O:41][C:42]([NH:44][CH2:45][CH2:46][CH2:47][C@@H:48]([C:57]([NH:90][C@H:73]([C:74]([NH:76][CH2:77][CH2:78][NH:79][C:80]([O:82][CH2:83][C:84]1[CH:85]=[CH:86][CH:87]=[CH:88][CH:89]=1)=[O:81])=[O:75])[CH2:72][CH2:71][CH2:70][NH:69][C:68]([O:67][CH2:60][C:61]1[CH:66]=[CH:65][CH:64]=[CH:63][CH:62]=1)=[O:91])=[O:59])[NH:49][C:50]([O:52][C:53]([CH3:54])([CH3:55])[CH3:56])=[O:51])=[O:43])[C:35]1[CH:36]=[CH:37][CH:38]=[CH:39][CH:40]=1. The catalyst class is: 3. (2) Reactant: [CH3:1][N:2]1[CH2:7][CH2:6][C:5]([CH2:15][NH2:16])([C:8]2[CH:13]=[CH:12][CH:11]=[C:10]([F:14])[CH:9]=2)[CH2:4][CH2:3]1.[C:17]([C:19]1[C:20]([CH2:32][CH3:33])=[C:21]([C:29](Cl)=[O:30])[C:22]2[C:27]([CH:28]=1)=[CH:26][CH:25]=[CH:24][CH:23]=2)#[N:18]. Product: [CH3:1][N:2]1[CH2:7][CH2:6][C:5]([C:8]2[CH:13]=[CH:12][CH:11]=[C:10]([F:14])[CH:9]=2)([CH2:15][NH:16][C:29]([C:21]2[C:22]3[C:27](=[CH:26][CH:25]=[CH:24][CH:23]=3)[CH:28]=[C:19]([C:17]#[N:18])[C:20]=2[CH2:32][CH3:33])=[O:30])[CH2:4][CH2:3]1. The catalyst class is: 28. (3) Reactant: [C:1]([C:3]1[CH:43]=[CH:42][C:6]([CH2:7][C@@:8]2([CH3:41])[N:12]3[C:13]([S:16]([N:19]4[CH2:23][CH2:22][CH2:21][C@H:20]4[C:24]([NH:26][C@H](C)C(O)=O)=[O:25])(=[O:18])=[O:17])=[CH:14][N:15]=[C:11]3[N:10]([C:32]3[CH:37]=[C:36]([Cl:38])[CH:35]=[C:34]([Cl:39])[CH:33]=3)[C:9]2=[O:40])=[CH:5][CH:4]=1)#[N:2].Cl.N1CCC[C@H]1C(N)=O. Product: [C:1]([C:3]1[CH:43]=[CH:42][C:6]([CH2:7][C@@:8]2([CH3:41])[N:12]3[C:13]([S:16]([N:19]4[CH2:23][CH2:22][CH2:21][C@H:20]4[C:24]([NH2:26])=[O:25])(=[O:18])=[O:17])=[CH:14][N:15]=[C:11]3[N:10]([C:32]3[CH:33]=[C:34]([Cl:39])[CH:35]=[C:36]([Cl:38])[CH:37]=3)[C:9]2=[O:40])=[CH:5][CH:4]=1)#[N:2]. The catalyst class is: 172. (4) Reactant: [CH2:1]([O:3][C:4]1[CH:5]=[CH:6][C:7]([N+:11]([O-:13])=O)=[C:8]([CH:10]=1)[NH2:9])[CH3:2].[N:14]#[C:15][NH2:16].[CH]Cl.[OH-].[Na+]. Product: [CH2:1]([O:3][C:4]1[CH:5]=[CH:6][C:7]2[N+:11]([O-:13])=[N:14][C:15]([NH2:16])=[N:9][C:8]=2[CH:10]=1)[CH3:2]. The catalyst class is: 6. (5) Reactant: [NH2:1][C:2]1[N:3]([CH3:24])[C:4](=[O:23])[C:5]2([C:15]3[C:10](=[CH:11][CH:12]=[C:13](Br)[CH:14]=3)[O:9][CH:8]([CH:17]3[CH2:22][CH2:21][CH2:20][O:19][CH2:18]3)[CH2:7]2)[N:6]=1.[C:25]([C:27]1[CH:28]=[C:29](B(O)O)[CH:30]=[CH:31][CH:32]=1)#[N:26]. Product: [NH2:1][C:2]1[N:3]([CH3:24])[C:4](=[O:23])[C:5]2([C:15]3[C:10](=[CH:11][CH:12]=[C:13]([C:31]4[CH:32]=[C:27]([CH:28]=[CH:29][CH:30]=4)[C:25]#[N:26])[CH:14]=3)[O:9][CH:8]([CH:17]3[CH2:22][CH2:21][CH2:20][O:19][CH2:18]3)[CH2:7]2)[N:6]=1. The catalyst class is: 806. (6) Reactant: [C:1]([O:10]C)(=O)[C:2]1[C:3](=[CH:5][CH:6]=[CH:7][CH:8]=1)[SH:4].[C:12]([C:14]1[CH:19]=[CH:18][CH:17]=[C:16]([N:20]2[CH2:25][CH2:24][CH2:23][CH2:22][CH2:21]2)[N:15]=1)#[N:13].C(N(CC)CC)C. Product: [N:20]1([C:16]2[N:15]=[C:14]([C:12]3[S:4][C:3]4[CH:5]=[CH:6][CH:7]=[CH:8][C:2]=4[C:1](=[O:10])[N:13]=3)[CH:19]=[CH:18][CH:17]=2)[CH2:21][CH2:22][CH2:23][CH2:24][CH2:25]1. The catalyst class is: 11. (7) Reactant: C(OC(=O)N[N:8]1[C:16]2[C:11](=[CH:12][C:13]([CH2:17][N:18]3[C:23]([CH3:24])=[CH:22][C:21]([O:25][CH2:26][C:27]4[CH:32]=[CH:31][C:30]([F:33])=[CH:29][C:28]=4[F:34])=[C:20]([Cl:35])[C:19]3=[O:36])=[CH:14][CH:15]=2)[CH:10]=[CH:9]1)(C)(C)C. Product: [Cl:35][C:20]1[C:19](=[O:36])[N:18]([CH2:17][C:13]2[CH:12]=[C:11]3[C:16](=[CH:15][CH:14]=2)[NH:8][CH:9]=[CH:10]3)[C:23]([CH3:24])=[CH:22][C:21]=1[O:25][CH2:26][C:27]1[CH:32]=[CH:31][C:30]([F:33])=[CH:29][C:28]=1[F:34]. The catalyst class is: 58.